From a dataset of Catalyst prediction with 721,799 reactions and 888 catalyst types from USPTO. Predict which catalyst facilitates the given reaction. (1) Reactant: [N:1]([O-:3])=O.[Na+].[C:5]1([C:11](=[O:19])[CH2:12][C:13]2[CH:18]=[CH:17][CH:16]=[CH:15][N:14]=2)[CH:10]=[CH:9][CH:8]=[CH:7][CH:6]=1.Cl.C(=O)([O-])[O-].[Na+].[Na+]. Product: [C:5]1([C:11](=[O:19])[C:12]([C:13]2[CH:18]=[CH:17][CH:16]=[CH:15][N:14]=2)=[N:1][OH:3])[CH:6]=[CH:7][CH:8]=[CH:9][CH:10]=1. The catalyst class is: 6. (2) The catalyst class is: 107. Reactant: [CH2:1]([O:8][C:9]1[CH:23]=[CH:22][C:12]([CH2:13][CH:14]([NH:17][C:18](=[O:21])[CH2:19]Cl)[CH2:15][OH:16])=[CH:11][CH:10]=1)[C:2]1[CH:7]=[CH:6][CH:5]=[CH:4][CH:3]=1.CC(C)([O-])C.[K+].C([O-])(O)=O.[Na+]. Product: [CH2:1]([O:8][C:9]1[CH:23]=[CH:22][C:12]([CH2:13][CH:14]2[NH:17][C:18](=[O:21])[CH2:19][O:16][CH2:15]2)=[CH:11][CH:10]=1)[C:2]1[CH:7]=[CH:6][CH:5]=[CH:4][CH:3]=1. (3) Reactant: [F:1][C:2]1[CH:13]=[C:12]([F:14])[CH:11]=[CH:10][C:3]=1[CH2:4][C@H:5]([CH2:8][CH3:9])[CH2:6][OH:7].C(N(CC)CC)C.[CH3:22][S:23](Cl)(=[O:25])=[O:24]. Product: [F:1][C:2]1[CH:13]=[C:12]([F:14])[CH:11]=[CH:10][C:3]=1[CH2:4][C@H:5]([CH2:8][CH3:9])[CH2:6][O:7][S:23]([CH3:22])(=[O:25])=[O:24]. The catalyst class is: 4.